This data is from Forward reaction prediction with 1.9M reactions from USPTO patents (1976-2016). The task is: Predict the product of the given reaction. (1) Given the reactants [CH3:1][N:2]1[C:6]2[C:7]([C:11]([O:13][CH3:14])=[O:12])=[CH:8][CH:9]=[CH:10][C:5]=2[NH:4][C:3]1=[O:15].CC(C)C#N.[Cl:21]N1C(=O)CCC1=O, predict the reaction product. The product is: [Cl:21][C:10]1[C:5]2[NH:4][C:3](=[O:15])[N:2]([CH3:1])[C:6]=2[C:7]([C:11]([O:13][CH3:14])=[O:12])=[CH:8][CH:9]=1. (2) Given the reactants [CH2:1]([NH:13][C:14]1[CH:19]=[CH:18][CH:17]=[C:16]([CH3:20])[CH:15]=1)[CH2:2][CH2:3][CH2:4][CH2:5][CH2:6][CH2:7][CH2:8][CH2:9][CH2:10][CH2:11][CH3:12].Br[CH2:22][CH:23]([CH2:28][CH3:29])[CH2:24][CH2:25][CH2:26][CH3:27].C(=O)(O)[O-].[Na+], predict the reaction product. The product is: [CH2:1]([N:13]([CH2:22][CH:23]([CH2:28][CH3:29])[CH2:24][CH2:25][CH2:26][CH3:27])[C:14]1[CH:19]=[CH:18][CH:17]=[C:16]([CH3:20])[CH:15]=1)[CH2:2][CH2:3][CH2:4][CH2:5][CH2:6][CH2:7][CH2:8][CH2:9][CH2:10][CH2:11][CH3:12].